From a dataset of Forward reaction prediction with 1.9M reactions from USPTO patents (1976-2016). Predict the product of the given reaction. (1) Given the reactants [Cl:1][C:2]1[CH:10]=[CH:9][C:5]([C:6]([OH:8])=[O:7])=[CH:4][C:3]=1[S:11]([CH3:14])(=[O:13])=[O:12].S(Cl)(Cl)=O.[CH3:19]O, predict the reaction product. The product is: [Cl:1][C:2]1[CH:10]=[CH:9][C:5]([C:6]([O:8][CH3:19])=[O:7])=[CH:4][C:3]=1[S:11]([CH3:14])(=[O:12])=[O:13]. (2) Given the reactants [OH-].[Na+].[I:3][C:4]1[C:9]([O:10][CH3:11])=[C:8]([OH:12])[CH:7]=[C:6]([I:13])[N:5]=1.I[CH2:15][CH2:16][CH2:17][O:18][CH3:19].O, predict the reaction product. The product is: [I:3][C:4]1[C:9]([O:10][CH3:11])=[C:8]([O:12][CH2:15][CH2:16][CH2:17][O:18][CH3:19])[CH:7]=[C:6]([I:13])[N:5]=1. (3) The product is: [F:1][C:2]([F:7])([F:6])[C:3]([OH:5])=[O:4].[C:93]([O:97][C:98](=[O:106])[NH:99][CH:100]1[CH2:105][CH2:104][N:103]([C:24]2[N:23]=[C:22]3[C:18]([N:19]=[CH:20][N:21]3[C@@H:37]3[CH2:41][C@H:40]([NH:42][C:43](=[O:44])[CH2:45][CH3:46])[C@@H:39]([OH:48])[C@H:38]3[OH:49])=[C:17]([NH:16][CH2:15][CH:14]([C:8]3[CH:13]=[CH:12][CH:11]=[CH:10][CH:9]=3)[C:50]3[CH:51]=[CH:52][CH:53]=[CH:54][CH:55]=3)[N:25]=2)[CH2:102][CH2:101]1)([CH3:96])([CH3:94])[CH3:95]. Given the reactants [F:1][C:2]([F:7])([F:6])[C:3]([OH:5])=[O:4].[C:8]1([CH:14]([C:50]2[CH:55]=[CH:54][CH:53]=[CH:52][CH:51]=2)[CH2:15][NH:16][C:17]2[N:25]=[C:24](NCCC3N=CN(C(C)C)C=3)[N:23]=[C:22]3[C:18]=2[N:19]=[CH:20][N:21]3[C@@H:37]2[CH2:41][C@H:40]([NH:42][C:43]([CH:45]3C[CH2:46]3)=[O:44])[C@@H:39]([OH:48])[C@H:38]2[OH:49])[CH:13]=[CH:12][CH:11]=[CH:10][CH:9]=1.ClC1N=C2C(N=CN2[C@@H]2C[C@H](NC(=O)CC)[C@@H](O)[C@H]2O)=C(NCC(C2C=CC=CC=2)C2C=CC=CC=2)N=1.[C:93]([O:97][C:98](=[O:106])[NH:99][CH:100]1[CH2:105][CH2:104][NH:103][CH2:102][CH2:101]1)([CH3:96])([CH3:95])[CH3:94], predict the reaction product. (4) Given the reactants C(=O)([O-])[O-].[K+].[K+].I[CH2:8][CH3:9].[Br:10][C:11]1[CH:18]=[CH:17][C:16]([OH:19])=[CH:15][C:12]=1[CH:13]=[O:14].O, predict the reaction product. The product is: [Br:10][C:11]1[CH:18]=[CH:17][C:16]([O:19][CH2:8][CH3:9])=[CH:15][C:12]=1[CH:13]=[O:14]. (5) Given the reactants [NH2:1][CH2:2][CH2:3][CH2:4][CH2:5][N:6]([CH2:9][CH3:10])[CH2:7][CH3:8].[CH2:11]([O:13][C:14]([C:16]1[CH:21]=[CH:20][N:19]=[C:18]([CH2:22][N:23]([CH2:30][C:31](O)=[O:32])[C:24](=[O:29])[C:25]([F:28])([F:27])[F:26])[CH:17]=1)=[O:15])[CH3:12], predict the reaction product. The product is: [CH2:7]([N:6]([CH2:9][CH3:10])[CH2:5][CH2:4][CH2:3][CH2:2][NH:1][C:31]([CH2:30][N:23]([CH2:22][C:18]1[CH:17]=[C:16]([C:14]([O:13][CH2:11][CH3:12])=[O:15])[CH:21]=[CH:20][N:19]=1)[C:24](=[O:29])[C:25]([F:26])([F:27])[F:28])=[O:32])[CH3:8]. (6) Given the reactants Cl[C:2]1[CH:7]=[C:6]([O:8][C:9]2[C:10]([CH3:18])=[N:11][C:12]([N+:15]([O-:17])=[O:16])=[CH:13][CH:14]=2)[CH:5]=[CH:4][N:3]=1.[C:19]([NH2:22])(=[O:21])[CH3:20].C([O-])([O-])=O.[Cs+].[Cs+].CC(C1C=C(C(C)C)C(C2C=CC=CC=2P(C2CCCCC2)C2CCCCC2)=C(C(C)C)C=1)C, predict the reaction product. The product is: [CH3:18][C:10]1[C:9]([O:8][C:6]2[CH:5]=[CH:4][N:3]=[C:2]([NH:22][C:19](=[O:21])[CH3:20])[CH:7]=2)=[CH:14][CH:13]=[C:12]([N+:15]([O-:17])=[O:16])[N:11]=1. (7) Given the reactants [CH3:1][O:2][C:3]1[CH:4]=[C:5]([C:11]2[C:22](=NC(=O)C)[N:21]([CH2:27][CH3:28])[C:14]3[N:15]=[C:16]([S:19][CH3:20])[N:17]=[CH:18][C:13]=3[CH:12]=2)[CH:6]=[C:7]([O:9][CH3:10])[CH:8]=1.[O:29]1CCOCC1.OS(O)(=O)=O, predict the reaction product. The product is: [CH3:10][O:9][C:7]1[CH:6]=[C:5]([C:11]2[C:22](=[O:29])[N:21]([CH2:27][CH3:28])[C:14]3[N:15]=[C:16]([S:19][CH3:20])[N:17]=[CH:18][C:13]=3[CH:12]=2)[CH:4]=[C:3]([O:2][CH3:1])[CH:8]=1. (8) Given the reactants [Cl:1][C:2]1[CH:3]=[C:4]2[C:8](=[CH:9][CH:10]=1)[NH:7][CH:6]=[C:5]2[CH2:11][CH2:12][NH:13][C:14](=[O:23])[C:15]1[CH:20]=[CH:19][C:18]([CH2:21]Cl)=[CH:17][CH:16]=1.[F:24][C:25]([F:36])([F:35])[C:26]1[CH:31]=[CH:30][C:29](B(O)O)=[CH:28][CH:27]=1.C(=O)([O-])[O-].[Na+].[Na+].[I-].[Na+], predict the reaction product. The product is: [Cl:1][C:2]1[CH:3]=[C:4]2[C:8](=[CH:9][CH:10]=1)[NH:7][CH:6]=[C:5]2[CH2:11][CH2:12][NH:13][C:14](=[O:23])[C:15]1[CH:20]=[CH:19][C:18]([CH2:21][C:29]2[CH:30]=[CH:31][C:26]([C:25]([F:36])([F:35])[F:24])=[CH:27][CH:28]=2)=[CH:17][CH:16]=1. (9) Given the reactants [C:1]([O:5][C:6]([N:8]1[CH2:13][CH2:12][CH:11]([NH:14][NH:15][C:16](OC(C)(C)C)=O)[CH2:10][CH2:9]1)=[O:7])([CH3:4])([CH3:3])[CH3:2].C(N(C(C)C)CC)(C)C.[NH2:32][C:33]1[N:38]=[C:37](Cl)[C:36](C=O)=[C:35]([Cl:42])[N:34]=1.C1(C)C=CC=CC=1, predict the reaction product. The product is: [C:1]([O:5][C:6]([N:8]1[CH2:9][CH2:10][CH:11]([N:14]2[C:37]3=[N:38][C:33]([NH2:32])=[N:34][C:35]([Cl:42])=[C:36]3[CH:16]=[N:15]2)[CH2:12][CH2:13]1)=[O:7])([CH3:2])([CH3:3])[CH3:4].